Dataset: Catalyst prediction with 721,799 reactions and 888 catalyst types from USPTO. Task: Predict which catalyst facilitates the given reaction. (1) Reactant: [NH2:1][C:2]1[CH:3]=[N:4][N:5]([CH3:24])[C:6]=1[CH:7]1[CH2:13][CH2:12][CH:11]([NH:14]C(=O)OC(C)(C)C)[CH:10]([O:22][CH3:23])[CH2:9][CH2:8]1.CCN(C(C)C)C(C)C.C1CN([P+](ON2N=NC3C=CC=CC2=3)(N2CCCC2)N2CCCC2)CC1.F[P-](F)(F)(F)(F)F.C(OC([NH:74][C:75]1[S:79][C:78]([C:80]2[CH:85]=[CH:84][CH:83]=[CH:82][C:81]=2[F:86])=[N:77][C:76]=1[C:87](O)=[O:88])=O)(C)(C)C.Cl.O1CCOCC1. Product: [NH2:74][C:75]1[S:79][C:78]([C:80]2[CH:85]=[CH:84][CH:83]=[CH:82][C:81]=2[F:86])=[N:77][C:76]=1[C:87]([NH:1][C:2]1[CH:3]=[N:4][N:5]([CH3:24])[C:6]=1[CH:7]1[CH2:8][CH2:9][C@H:10]([O:22][CH3:23])[C@@H:11]([NH2:14])[CH2:12][CH2:13]1)=[O:88]. The catalyst class is: 61. (2) Reactant: [CH3:1][O:2][C:3]([C:5]1[CH:6]=[C:7]([CH:11]=[CH:12][CH:13]=1)[C:8]([OH:10])=O)=[O:4].CN(C(ON1N=NC2C=CC=NC1=2)=[N+](C)C)C.F[P-](F)(F)(F)(F)F.C(N(CC)C(C)C)(C)C.[NH2:47][CH2:48][CH2:49][O:50][CH2:51][CH2:52][OH:53]. Product: [OH:53][CH2:52][CH2:51][O:50][CH2:49][CH2:48][NH:47][C:8]([C:7]1[CH:6]=[C:5]([CH:13]=[CH:12][CH:11]=1)[C:3]([O:2][CH3:1])=[O:4])=[O:10]. The catalyst class is: 9.